Task: Predict the product of the given reaction.. Dataset: Forward reaction prediction with 1.9M reactions from USPTO patents (1976-2016) (1) Given the reactants Br[C:2]1[N:6]2[CH:7]=[C:8]([NH:11][CH:12]3[CH2:17][CH2:16][CH2:15][CH2:14][CH2:13]3)[CH:9]=[N:10][C:5]2=[N:4][CH:3]=1.[SH:18][C:19]1[CH:33]=[CH:32][C:22]2[N:23]=[C:24](C3(C(N)=O)CC3)[S:25][C:21]=2[CH:20]=1.C([N:37](CC)C(C)C)(C)C.C1(P(C2C=CC=CC=2)C2C3OC4C(=CC=CC=4P(C4C=CC=CC=4)C4C=CC=CC=4)C(C)(C)C=3C=CC=2)C=CC=CC=1, predict the reaction product. The product is: [NH2:37][C:24]1[S:25][C:21]2[CH:20]=[C:19]([S:18][C:2]3[N:6]4[CH:7]=[C:8]([NH:11][CH:12]5[CH2:17][CH2:16][CH2:15][CH2:14][CH2:13]5)[CH:9]=[N:10][C:5]4=[N:4][CH:3]=3)[CH:33]=[CH:32][C:22]=2[N:23]=1. (2) The product is: [NH2:23][C:20]1[CH:21]=[CH:22][C:17]([C:15]([N:12]2[CH2:11][CH2:10][CH:9]([NH:8][C:5]3[N:4]=[C:3]([C:27]4[C:35]5[C:30](=[CH:31][CH:32]=[CH:33][CH:34]=5)[N:29]([S:36]([C:39]5[CH:40]=[CH:41][CH:42]=[CH:43][CH:44]=5)(=[O:37])=[O:38])[CH:28]=4)[C:2]([Cl:1])=[CH:7][N:6]=3)[CH2:14][CH2:13]2)=[O:16])=[C:18]([F:26])[CH:19]=1. Given the reactants [Cl:1][C:2]1[C:3]([C:27]2[C:35]3[C:30](=[CH:31][CH:32]=[CH:33][CH:34]=3)[N:29]([S:36]([C:39]3[CH:44]=[CH:43][CH:42]=[CH:41][CH:40]=3)(=[O:38])=[O:37])[CH:28]=2)=[N:4][C:5]([NH:8][CH:9]2[CH2:14][CH2:13][N:12]([C:15]([C:17]3[CH:22]=[CH:21][C:20]([N+:23]([O-])=O)=[CH:19][C:18]=3[F:26])=[O:16])[CH2:11][CH2:10]2)=[N:6][CH:7]=1.O.O.[Sn](Cl)Cl.C([O-])(O)=O.[Na+], predict the reaction product. (3) Given the reactants NCC1C=CC(F)=C(C2CCN(C(C3C4C(=C(F)C=CC=4OC(F)(F)F)N(CCOC)C=3)=O)CC2)C=1.[C:37]([OH:46])(=[O:45])[C@@H:38]([C@H:40]([C:42]([OH:44])=[O:43])[OH:41])[OH:39], predict the reaction product. The product is: [C:37]([OH:46])(=[O:45])[CH:38]([CH:40]([C:42]([OH:44])=[O:43])[OH:41])[OH:39]. (4) Given the reactants Br[C:2]1[C:7]2[S:8][C:9]([C:11]3[C:18]([Cl:19])=[CH:17][C:14]([C:15]#[N:16])=[CH:13][C:12]=3[Cl:20])=[N:10][C:6]=2[CH:5]=[CH:4][N:3]=1.[C:21](=[O:28])([O:23][C:24]([CH3:27])([CH3:26])[CH3:25])[NH2:22].CC1(C)C2C(=C(P(C3C=CC=CC=3)C3C=CC=CC=3)C=CC=2)OC2C(P(C3C=CC=CC=3)C3C=CC=CC=3)=CC=CC1=2.P([O-])([O-])([O-])=O.[K+].[K+].[K+], predict the reaction product. The product is: [C:24]([O:23][C:21](=[O:28])[NH:22][C:2]1[C:7]2[S:8][C:9]([C:11]3[C:18]([Cl:19])=[CH:17][C:14]([C:15]#[N:16])=[CH:13][C:12]=3[Cl:20])=[N:10][C:6]=2[CH:5]=[CH:4][N:3]=1)([CH3:27])([CH3:26])[CH3:25]. (5) Given the reactants C[O:2][C:3](=[O:29])[C:4]1[C:9]([NH:10][C:11]2[N:16]=[C:15]([C:17]3[CH:22]=[C:21]([Cl:23])[CH:20]=[CH:19][C:18]=3[F:24])[N:14]=[C:13]3[O:25][N:26]=[C:27]([CH3:28])[C:12]=23)=[CH:8][CH:7]=[N:6][CH:5]=1.[OH-].[Na+], predict the reaction product. The product is: [Cl:23][C:21]1[CH:20]=[CH:19][C:18]([F:24])=[C:17]([C:15]2[N:14]=[C:13]3[O:25][N:26]=[C:27]([CH3:28])[C:12]3=[C:11]([NH:10][C:9]3[C:4]([C:3]([OH:29])=[O:2])=[CH:5][N:6]=[CH:7][CH:8]=3)[N:16]=2)[CH:22]=1. (6) Given the reactants [OH:1][C:2]1[CH:15]=[C:14]([CH2:16][CH2:17][CH3:18])[CH:13]=[CH:12][C:3]=1[O:4][C:5]1[CH:6]=[CH:7][C:8](O)=[N:9][CH:10]=1.[Li+].[OH-].[CH2:21](Br)[CH3:22].[C:24]([O-:27])(O)=O.[Na+].[CH3:29]N(C=O)C, predict the reaction product. The product is: [CH2:21]([O:1][C:2]1[CH:15]=[C:14]([CH2:16][CH2:17][CH3:18])[CH:13]=[CH:12][C:3]=1[O:4][C:5]1[CH:6]=[CH:29][C:24](=[O:27])[N:9]([CH2:8][CH3:7])[CH:10]=1)[CH3:22].